Dataset: Peptide-MHC class I binding affinity with 185,985 pairs from IEDB/IMGT. Task: Regression. Given a peptide amino acid sequence and an MHC pseudo amino acid sequence, predict their binding affinity value. This is MHC class I binding data. (1) The peptide sequence is IPSYKKLIM. The MHC is HLA-B07:02 with pseudo-sequence HLA-B07:02. The binding affinity (normalized) is 1.00. (2) The binding affinity (normalized) is 0.581. The MHC is HLA-B58:01 with pseudo-sequence HLA-B58:01. The peptide sequence is ILYDTGSSW. (3) The peptide sequence is RFNAIWFNH. The MHC is HLA-B27:03 with pseudo-sequence HLA-B27:03. The binding affinity (normalized) is 0.0847. (4) The binding affinity (normalized) is 1.00. The peptide sequence is MPASWVMRI. The MHC is Patr-B1301 with pseudo-sequence Patr-B1301. (5) The peptide sequence is AIFQSSMTY. The MHC is HLA-A03:01 with pseudo-sequence HLA-A03:01. The binding affinity (normalized) is 0.683. (6) The peptide sequence is QVIEYLKPY. The MHC is HLA-A26:01 with pseudo-sequence HLA-A26:01. The binding affinity (normalized) is 0.839. (7) The peptide sequence is HTTAFFNTCK. The MHC is HLA-A03:01 with pseudo-sequence HLA-A03:01. The binding affinity (normalized) is 0.519.